This data is from Experimentally validated miRNA-target interactions with 360,000+ pairs, plus equal number of negative samples. The task is: Binary Classification. Given a miRNA mature sequence and a target amino acid sequence, predict their likelihood of interaction. The miRNA is hsa-miR-7114-5p with sequence UCUGUGGAGUGGGGUGCCUGU. The protein sequence of the target gene is MKKNRERFCNREREFVYKFKVGSQCLELRVPLKFPVQENASHLHGRLMLLHSLPCFIEKDLKEALTQFIEEESLSDYDRDAEASLAAVKSGEVDLHQLASTWAKAYAETTLEHARPEEPSWDEDFADVYHDLIHSPASETLLNLEHNYFVSISELIGERDVELKKLRERQGIEMEKVMQELGKSLTDQDVNSLAAQHFESQQDLENKWSNELKQSTAIQKQEYQEWVIKLHQDLKNPNNSSLSEEIKVQPSQFRESVEAIGRIYEEQRKLEESFTIHLGAQLKTMHNLRLLRADMLDFCK.... Result: 0 (no interaction).